Task: Predict which catalyst facilitates the given reaction.. Dataset: Catalyst prediction with 721,799 reactions and 888 catalyst types from USPTO (1) Reactant: [S:1]1[C:5]2[CH:6]=[CH:7][CH:8]=[CH:9][C:4]=2[N:3]=[CH:2]1.[Li]CCCC.[CH2:15]([Sn:19](Cl)([CH2:24][CH2:25][CH2:26][CH3:27])[CH2:20][CH2:21][CH2:22][CH3:23])[CH2:16][CH2:17][CH3:18]. Product: [CH2:24]([Sn:19]([CH2:15][CH2:16][CH2:17][CH3:18])([CH2:20][CH2:21][CH2:22][CH3:23])[C:2]1[S:1][C:5]2[CH:6]=[CH:7][CH:8]=[CH:9][C:4]=2[N:3]=1)[CH2:25][CH2:26][CH3:27]. The catalyst class is: 1. (2) Reactant: [Br:1][C:2]1[C:3]([CH3:18])=[N:4][N:5]([CH2:14][C:15]([CH3:17])=[CH2:16])[C:6]=1[C:7]1[CH:12]=[CH:11][C:10]([F:13])=[CH:9][CH:8]=1.[O:19]1CCCC1.C12BC(CCC1)CCC2.[OH-].[Na+].OO. Product: [Br:1][C:2]1[C:3]([CH3:18])=[N:4][N:5]([CH2:14][CH:15]([CH3:17])[CH2:16][OH:19])[C:6]=1[C:7]1[CH:12]=[CH:11][C:10]([F:13])=[CH:9][CH:8]=1. The catalyst class is: 30. (3) Reactant: [F:1][C:2]1[CH:10]=[CH:9][C:8](I)=[CH:7][C:3]=1[C:4]([OH:6])=[O:5].[CH3:12][C:13]1([CH3:29])[C:17]([CH3:19])([CH3:18])[O:16][B:15]([B:15]2[O:16][C:17]([CH3:19])([CH3:18])[C:13]([CH3:29])([CH3:12])[O:14]2)[O:14]1.CC([O-])=O.[K+].O. Product: [F:1][C:2]1[CH:10]=[CH:9][C:8]([B:15]2[O:16][C:17]([CH3:19])([CH3:18])[C:13]([CH3:29])([CH3:12])[O:14]2)=[CH:7][C:3]=1[C:4]([OH:6])=[O:5]. The catalyst class is: 418. (4) Product: [CH2:25]([N:20]1[C:21]2[C:17](=[C:16]([NH:15][C:13]([C:10]3[N:7]4[CH:8]=[CH:9][C:4]([CH:1]([N:32]5[CH2:37][CH2:36][O:35][CH2:34][CH2:33]5)[CH3:2])=[CH:5][C:6]4=[N:12][CH:11]=3)=[O:14])[CH:24]=[CH:23][CH:22]=2)[CH:18]=[N:19]1)[C:26]1[CH:31]=[CH:30][CH:29]=[CH:28][CH:27]=1. The catalyst class is: 512. Reactant: [C:1]([C:4]1[CH:9]=[CH:8][N:7]2[C:10]([C:13]([NH:15][C:16]3[CH:24]=[CH:23][CH:22]=[C:21]4[C:17]=3[CH:18]=[N:19][N:20]4[CH2:25][C:26]3[CH:31]=[CH:30][CH:29]=[CH:28][CH:27]=3)=[O:14])=[CH:11][N:12]=[C:6]2[CH:5]=1)(=O)[CH3:2].[NH:32]1[CH2:37][CH2:36][O:35][CH2:34][CH2:33]1.C(O[BH-](OC(=O)C)OC(=O)C)(=O)C.[Na+]. (5) Reactant: Cl[C:2]1[N:7]=[C:6]([N:8]2[CH2:11][CH:10]([O:12][C:13]3[CH:18]=[CH:17][C:16]([Cl:19])=[CH:15][C:14]=3[Cl:20])[CH2:9]2)[CH:5]=[CH:4][N:3]=1.[NH2:21][C:22]1[CH:31]=[CH:30][C:25]([C:26]([NH:28][CH3:29])=[O:27])=[CH:24][CH:23]=1.C(=O)([O-])[O-].[Cs+].[Cs+]. Product: [Cl:20][C:14]1[CH:15]=[C:16]([Cl:19])[CH:17]=[CH:18][C:13]=1[O:12][CH:10]1[CH2:11][N:8]([C:6]2[CH:5]=[CH:4][N:3]=[C:2]([NH:21][C:22]3[CH:23]=[CH:24][C:25]([C:26]([NH:28][CH3:29])=[O:27])=[CH:30][CH:31]=3)[N:7]=2)[CH2:9]1. The catalyst class is: 44. (6) Reactant: [CH3:1][C:2]1([CH3:15])[CH2:7][CH2:6][C:5]([CH3:9])([CH3:8])[C:4](/[CH:10]=[CH:11]/[C:12]([OH:14])=O)=[CH:3]1.CN(C(ON1N=NC2C=CC=NC1=2)=[N+](C)C)C.F[P-](F)(F)(F)(F)F.C(N(C(C)C)CC)(C)C.FC(F)(F)C(O)=O.[N:56]1([C:62]([NH2:64])=[O:63])[CH2:61][CH2:60][NH:59][CH2:58][CH2:57]1. Product: [CH3:15][C:2]1([CH3:1])[CH2:7][CH2:6][C:5]([CH3:8])([CH3:9])[C:4](/[CH:10]=[CH:11]/[C:12]([N:59]2[CH2:60][CH2:61][N:56]([C:62]([NH2:64])=[O:63])[CH2:57][CH2:58]2)=[O:14])=[CH:3]1. The catalyst class is: 3. (7) Reactant: [CH2:1]([O:3][C:4](=[O:34])[C:5](=O)[CH:6]([CH3:32])[C:7]([C:9]1[CH:14]=[CH:13][C:12]([O:15][CH2:16][C:17]2[C:22]([N:23]3[C:27](=[O:28])[N:26]([CH3:29])[N:25]=[N:24]3)=[CH:21][CH:20]=[CH:19][C:18]=2[CH3:30])=[C:11]([CH3:31])[CH:10]=1)=O)[CH3:2].[NH2:35][NH2:36]. Product: [CH3:30][C:18]1[C:17]([CH2:16][O:15][C:12]2[CH:13]=[CH:14][C:9]([C:7]3[C:6]([CH3:32])=[C:5]([C:4]([O:3][CH2:1][CH3:2])=[O:34])[NH:36][N:35]=3)=[CH:10][C:11]=2[CH3:31])=[C:22]([N:23]2[C:27](=[O:28])[N:26]([CH3:29])[N:25]=[N:24]2)[CH:21]=[CH:20][CH:19]=1. The catalyst class is: 7. (8) Reactant: Br[C:2]1[CH:11]=[CH:10][C:9]([O:12][CH3:13])=[C:8]2[C:3]=1[CH:4]=[CH:5][C:6]([CH3:14])=[N:7]2.C([Li])CCC.CCCCCC.[C:26](O[C:26](=[O:29])[CH2:27][CH3:28])(=[O:29])[CH2:27][CH3:28].[Cl-].[NH4+]. Product: [CH3:13][O:12][C:9]1[CH:10]=[CH:11][C:2]([C:26](=[O:29])[CH2:27][CH3:28])=[C:3]2[C:8]=1[N:7]=[C:6]([CH3:14])[CH:5]=[CH:4]2. The catalyst class is: 1. (9) Reactant: O.[NH2:2][NH2:3].[Cl:4][C:5]1[CH:10]=[CH:9][C:8]([C:11]([CH:13]([C:19](=O)[CH3:20])[CH2:14][C:15]([O:17][CH3:18])=[O:16])=O)=[CH:7][CH:6]=1.O. Product: [CH3:18][O:17][C:15](=[O:16])[CH2:14][C:13]1[C:19]([CH3:20])=[N:2][NH:3][C:11]=1[C:8]1[CH:9]=[CH:10][C:5]([Cl:4])=[CH:6][CH:7]=1. The catalyst class is: 8.